From a dataset of Forward reaction prediction with 1.9M reactions from USPTO patents (1976-2016). Predict the product of the given reaction. Given the reactants [H-].[Na+].[CH2:3]([C:5]1[C:6]([NH:21][C@@H:22]2[C:30]3[C:25](=[CH:26][CH:27]=[CH:28][CH:29]=3)[CH2:24][C@@H:23]2[OH:31])=[N:7][C:8]([CH2:19][CH3:20])=[C:9]([O:11][C:12]2[CH:17]=[C:16]([CH3:18])[CH:15]=[CH:14][N:13]=2)[N:10]=1)[CH3:4].I[CH2:33][CH3:34], predict the reaction product. The product is: [CH2:33]([O:31][C@H:23]1[CH2:24][C:25]2[C:30](=[CH:29][CH:28]=[CH:27][CH:26]=2)[C@H:22]1[NH:21][C:6]1[C:5]([CH2:3][CH3:4])=[N:10][C:9]([O:11][C:12]2[CH:17]=[C:16]([CH3:18])[CH:15]=[CH:14][N:13]=2)=[C:8]([CH2:19][CH3:20])[N:7]=1)[CH3:34].